Dataset: Full USPTO retrosynthesis dataset with 1.9M reactions from patents (1976-2016). Task: Predict the reactants needed to synthesize the given product. Given the product [ClH:4].[NH:12]1[CH2:13][CH2:14][CH2:15][CH2:16][CH:11]1[CH2:10][CH2:9][CH2:8][C:7]([O:6][CH3:5])=[O:24], predict the reactants needed to synthesize it. The reactants are: C([Cl:4])(=O)C.[CH3:5][O:6][C:7](=[O:24])[CH2:8][CH2:9][CH2:10][CH:11]1[CH2:16][CH2:15][CH2:14][CH2:13][N:12]1C(OC(C)(C)C)=O.